Dataset: Peptide-MHC class I binding affinity with 185,985 pairs from IEDB/IMGT. Task: Regression. Given a peptide amino acid sequence and an MHC pseudo amino acid sequence, predict their binding affinity value. This is MHC class I binding data. (1) The peptide sequence is GMLECGFPT. The MHC is HLA-A02:01 with pseudo-sequence HLA-A02:01. The binding affinity (normalized) is 0.853. (2) The peptide sequence is ILYMLSWGK. The MHC is HLA-A26:01 with pseudo-sequence HLA-A26:01. The binding affinity (normalized) is 0.0847. (3) The peptide sequence is FPRCRYVHK. The MHC is HLA-B48:01 with pseudo-sequence HLA-B48:01. The binding affinity (normalized) is 0.0847. (4) The peptide sequence is KYQSPVNIF. The MHC is HLA-C14:02 with pseudo-sequence HLA-C14:02. The binding affinity (normalized) is 0.885. (5) The peptide sequence is LALEGSLQKR. The MHC is HLA-A33:01 with pseudo-sequence HLA-A33:01. The binding affinity (normalized) is 0.252. (6) The peptide sequence is LIGANYLGK. The MHC is HLA-A02:01 with pseudo-sequence HLA-A02:01. The binding affinity (normalized) is 0.0847. (7) The peptide sequence is STYQFSLMQ. The MHC is HLA-A25:01 with pseudo-sequence HLA-A25:01. The binding affinity (normalized) is 0.0847. (8) The peptide sequence is AIFQASMTK. The MHC is HLA-A11:01 with pseudo-sequence HLA-A11:01. The binding affinity (normalized) is 0.787. (9) The MHC is HLA-B15:03 with pseudo-sequence HLA-B15:03. The peptide sequence is ITLWQRPIV. The binding affinity (normalized) is 0.178.